From a dataset of Forward reaction prediction with 1.9M reactions from USPTO patents (1976-2016). Predict the product of the given reaction. (1) Given the reactants [CH3:1][S:2][C:3]1[CH:11]=[C:10]([C:12]([F:15])([F:14])[F:13])[CH:9]=[CH:8][C:4]=1[C:5]([OH:7])=O.C(N(CC)C(C)C)(C)C.F[P-](F)(F)(F)(F)F.N1(OC(N(C)C)=[N+](C)C)C2N=CC=CC=2N=N1.[NH2:49][C@@H:50]1[CH2:55][CH2:54][CH2:53][CH2:52][C@@H:51]1[NH2:56], predict the reaction product. The product is: [NH2:49][C@H:50]1[CH2:55][CH2:54][CH2:53][CH2:52][C@H:51]1[NH:56][C:5](=[O:7])[C:4]1[CH:8]=[CH:9][C:10]([C:12]([F:15])([F:14])[F:13])=[CH:11][C:3]=1[S:2][CH3:1]. (2) Given the reactants [Cl:1][C:2]1[N:3]=[C:4]([N:12]2[CH2:17][CH2:16][O:15][CH2:14][CH2:13]2)[C:5]2[S:10][C:9](I)=[CH:8][C:6]=2[N:7]=1.[CH:18]([C:20]1[CH:21]=[C:22](B(O)O)[CH:23]=[CH:24][CH:25]=1)=[O:19], predict the reaction product. The product is: [Cl:1][C:2]1[N:3]=[C:4]([N:12]2[CH2:17][CH2:16][O:15][CH2:14][CH2:13]2)[C:5]2[S:10][C:9]([C:24]3[CH:25]=[C:20]([CH:21]=[CH:22][CH:23]=3)[CH:18]=[O:19])=[CH:8][C:6]=2[N:7]=1. (3) Given the reactants S(=O)(=O)(O)O.C1(N[NH:13][C:14]2[CH2:19][CH2:18][NH:17][C:16](=[O:20])[CH:15]=2)C=CC=CC=1.[C:21](O)(=O)[CH3:22].[OH-].[Na+], predict the reaction product. The product is: [C:16]1(=[O:20])[C:15]2[C:22]3[CH:21]=[CH:16][CH:15]=[CH:14][C:19]=3[NH:13][C:14]=2[CH2:19][CH2:18][NH:17]1. (4) Given the reactants [C:1]([O:4][CH2:5][CH2:6][N:7]1[C:11]2[C:12]([C:16](O)([CH2:20][CH2:21][CH3:22])[CH2:17][CH2:18][CH3:19])=[CH:13][CH:14]=[CH:15][C:10]=2[N:9]=[C:8]1[NH:24][C:25]1[C:30]([CH3:31])=[CH:29][C:28]([Cl:32])=[CH:27][C:26]=1[O:33][CH3:34])(=[O:3])[CH3:2].C([SiH](CC)CC)C, predict the reaction product. The product is: [C:1]([O:4][CH2:5][CH2:6][N:7]1[C:11]2[C:12](/[C:16](/[CH2:20][CH2:21][CH3:22])=[CH:17]\[CH2:18][CH3:19])=[CH:13][CH:14]=[CH:15][C:10]=2[N:9]=[C:8]1[NH:24][C:25]1[C:30]([CH3:31])=[CH:29][C:28]([Cl:32])=[CH:27][C:26]=1[O:33][CH3:34])(=[O:3])[CH3:2]. (5) The product is: [F:1][C:2]1[CH:3]=[C:4]([S:8]([C:11]2[CH:20]=[C:19]3[C:14]([CH:15]([OH:21])[CH2:16][CH2:17][O:18]3)=[CH:13][CH:12]=2)(=[O:10])=[O:9])[CH:5]=[CH:6][CH:7]=1. Given the reactants [F:1][C:2]1[CH:3]=[C:4]([S:8]([C:11]2[CH:20]=[C:19]3[C:14]([C:15](=[O:21])[CH2:16][CH2:17][O:18]3)=[CH:13][CH:12]=2)(=[O:10])=[O:9])[CH:5]=[CH:6][CH:7]=1.[BH4-].[Na+], predict the reaction product. (6) The product is: [CH3:1][C:2]([CH3:36])([CH3:35])[CH2:3][C:4]1[N:9]=[C:8]([CH2:10][O:11][C:12]2[C:13]([F:25])=[C:14]([CH2:18][CH2:19][C:20]([OH:22])=[O:21])[CH:15]=[CH:16][CH:17]=2)[CH:7]=[CH:6][C:5]=1[C:26]1[CH:31]=[C:30]([O:32][CH3:33])[CH:29]=[CH:28][C:27]=1[F:34]. Given the reactants [CH3:1][C:2]([CH3:36])([CH3:35])[CH2:3][C:4]1[N:9]=[C:8]([CH2:10][O:11][C:12]2[C:13]([F:25])=[C:14]([CH2:18][CH2:19][C:20]([O:22]CC)=[O:21])[CH:15]=[CH:16][CH:17]=2)[CH:7]=[CH:6][C:5]=1[C:26]1[CH:31]=[C:30]([O:32][CH3:33])[CH:29]=[CH:28][C:27]=1[F:34].[OH-].[Na+].Cl, predict the reaction product. (7) The product is: [NH2:26][C@@H:22]1[CH2:21][C@H:20]([C:37]([O:39][CH3:40])=[O:38])[C@@H:19]([O:18][Si:1]([C:14]([CH3:15])([CH3:16])[CH3:17])([C:2]2[CH:7]=[CH:6][CH:5]=[CH:4][CH:3]=2)[C:8]2[CH:13]=[CH:12][CH:11]=[CH:10][CH:9]=2)[C@H:23]1[O:24][CH3:25]. Given the reactants [Si:1]([O:18][C@H:19]1[C@@H:23]([O:24][CH3:25])[C@H:22]([N:26]2C(=O)C3C(=CC=CC=3)C2=O)[CH2:21][C@@H:20]1[C:37]([O:39][CH3:40])=[O:38])([C:14]([CH3:17])([CH3:16])[CH3:15])([C:8]1[CH:13]=[CH:12][CH:11]=[CH:10][CH:9]=1)[C:2]1[CH:7]=[CH:6][CH:5]=[CH:4][CH:3]=1.CCOCC.NN, predict the reaction product.